From a dataset of Forward reaction prediction with 1.9M reactions from USPTO patents (1976-2016). Predict the product of the given reaction. (1) Given the reactants [Si:1]([O:8][CH2:9][C:10]1[C:18]2[O:17][N:16]=[C:15]([CH2:19][CH2:20][CH:21]3[CH2:26][CH2:25][N:24]([C:27]([O:29][C:30]([CH3:33])([CH3:32])[CH3:31])=[O:28])[CH2:23][CH2:22]3)[C:14]=2[CH:13]=[CH:12][C:11]=1OS(C(F)(F)F)(=O)=O)([C:4]([CH3:7])([CH3:6])[CH3:5])([CH3:3])[CH3:2].C([Sn](CCCC)(CCCC)[C:47]1[O:48][CH:49]=[CH:50][CH:51]=1)CCC, predict the reaction product. The product is: [Si:1]([O:8][CH2:9][C:10]1[C:18]2[O:17][N:16]=[C:15]([CH2:19][CH2:20][CH:21]3[CH2:26][CH2:25][N:24]([C:27]([O:29][C:30]([CH3:33])([CH3:32])[CH3:31])=[O:28])[CH2:23][CH2:22]3)[C:14]=2[CH:13]=[CH:12][C:11]=1[C:47]1[O:48][CH:49]=[CH:50][CH:51]=1)([C:4]([CH3:6])([CH3:5])[CH3:7])([CH3:2])[CH3:3]. (2) Given the reactants [CH3:1][O:2][CH2:3][C:4]([NH:6][C:7]1[CH:12]=[C:11]([O:13][C:14]2[C:23]3[C:18](=[CH:19][CH:20]=[CH:21][CH:22]=3)[C:17]([N+:24]([O-])=O)=[CH:16][CH:15]=2)[CH:10]=[CH:9][N:8]=1)=[O:5].O, predict the reaction product. The product is: [NH2:24][C:17]1[C:18]2[C:23](=[CH:22][CH:21]=[CH:20][CH:19]=2)[C:14]([O:13][C:11]2[CH:10]=[CH:9][N:8]=[C:7]([NH:6][C:4](=[O:5])[CH2:3][O:2][CH3:1])[CH:12]=2)=[CH:15][CH:16]=1. (3) Given the reactants [N:1]1[C:10]2[C:5](=[CH:6][CH:7]=[CH:8][CH:9]=2)[CH:4]=[C:3]([N:11]2[CH2:16][CH2:15][CH:14]([C:17]([OH:19])=O)[CH2:13][CH2:12]2)[CH:2]=1.BrC1C=NC2C(C=1)=CC=CC=2.[CH:31]1[C:40]2[C:35](=[CH:36][CH:37]=[N:38][CH:39]=2)[C:34]([NH2:41])=[CH:33][N:32]=1, predict the reaction product. The product is: [CH:31]1[C:40]2[C:35](=[CH:36][CH:37]=[N:38][CH:39]=2)[C:34]([NH:41][C:17]([CH:14]2[CH2:13][CH2:12][N:11]([C:3]3[CH:2]=[N:1][C:10]4[C:5]([CH:4]=3)=[CH:6][CH:7]=[CH:8][CH:9]=4)[CH2:16][CH2:15]2)=[O:19])=[CH:33][N:32]=1. (4) Given the reactants [NH2:1][C:2]1[CH:7]=[C:6]([O:8][CH2:9][C:10]2[CH:15]=[CH:14][CH:13]=[CH:12][CH:11]=2)[CH:5]=[CH:4][C:3]=1[S:16][C:17]1[CH:22]=[CH:21][C:20]([OH:23])=[CH:19][CH:18]=1.[CH:24]([C:28]1[N:33]=[C:32]([N:34]=[CH:35]N(C)C)[C:31]([C:39]#[N:40])=[CH:30][CH:29]=1)([CH2:26][CH3:27])[CH3:25].NC1C=C(OCC2C=CC(OC)=CC=2)C=CC=1SC1C=CC(O)=CC=1.C(C1C(N=CN(C)C)=NC(C)=CC=1)#N, predict the reaction product. The product is: [CH2:9]([O:8][C:6]1[CH:5]=[CH:4][C:3]([S:16][C:17]2[CH:18]=[CH:19][C:20]([OH:23])=[CH:21][CH:22]=2)=[C:2]([NH:1][C:39]2[C:31]3[CH:30]=[CH:29][C:28]([CH:24]([CH2:26][CH3:27])[CH3:25])=[N:33][C:32]=3[N:34]=[CH:35][N:40]=2)[CH:7]=1)[C:10]1[CH:11]=[CH:12][CH:13]=[CH:14][CH:15]=1. (5) Given the reactants [F:1][C@@H:2]1[C@H:8]([NH:9]C(=O)OC(C)(C)C)[CH2:7][CH2:6][C@@H:5]([C:17]2[N:21]([CH3:22])[N:20]=[CH:19][C:18]=2[N+:23]([O-])=O)[O:4][CH2:3]1.[Si]([O:33][CH2:34][CH2:35][O:36][C:37]1[CH:42]=[C:41]([F:43])[C:40]([C:44]2[N:49]=[C:48]([C:50](O)=[O:51])[CH:47]=[CH:46][C:45]=2[F:53])=[C:39]([F:54])[CH:38]=1)(C(C)(C)C)(C)C, predict the reaction product. The product is: [NH2:9][C@H:8]1[C@@H:2]([F:1])[CH2:3][O:4][C@H:5]([C:17]2[N:21]([CH3:22])[N:20]=[CH:19][C:18]=2[NH:23][C:50](=[O:51])[C:48]2[CH:47]=[CH:46][C:45]([F:53])=[C:44]([C:40]3[C:41]([F:43])=[CH:42][C:37]([O:36][CH2:35][CH2:34][OH:33])=[CH:38][C:39]=3[F:54])[N:49]=2)[CH2:6][CH2:7]1.